This data is from Peptide-MHC class I binding affinity with 185,985 pairs from IEDB/IMGT. The task is: Regression. Given a peptide amino acid sequence and an MHC pseudo amino acid sequence, predict their binding affinity value. This is MHC class I binding data. (1) The peptide sequence is ALMEVTHVL. The MHC is HLA-B40:01 with pseudo-sequence HLA-B40:01. The binding affinity (normalized) is 0.0847. (2) The peptide sequence is CYSIEPLDL. The MHC is Patr-A0701 with pseudo-sequence Patr-A0701. The binding affinity (normalized) is 0.627. (3) The peptide sequence is NYIYDRHGDTL. The MHC is Mamu-A07 with pseudo-sequence Mamu-A07. The binding affinity (normalized) is 0. (4) The peptide sequence is EEVWRDPYL. The MHC is HLA-B35:01 with pseudo-sequence HLA-B35:01. The binding affinity (normalized) is 0.706. (5) The peptide sequence is HPDFCKNRRY. The MHC is HLA-B07:02 with pseudo-sequence HLA-B07:02. The binding affinity (normalized) is 0. (6) The peptide sequence is YHGEAMAIG. The MHC is HLA-B27:05 with pseudo-sequence HLA-B27:05. The binding affinity (normalized) is 0.0847. (7) The MHC is HLA-B27:03 with pseudo-sequence HLA-B27:03. The peptide sequence is GVPPKVVSY. The binding affinity (normalized) is 0.0847.